The task is: Predict the reactants needed to synthesize the given product.. This data is from Full USPTO retrosynthesis dataset with 1.9M reactions from patents (1976-2016). (1) Given the product [C:1]([O:5][C:6]([N:8]1[C@H:9]([C:26](=[O:28])[NH:88][C@:83]2([C:81]([NH:80][S:79]([C:76]3([CH2:75][CH2:74][CH2:73][CH2:72][CH2:71][CH2:70][CH2:69][CH2:68][CH2:67][CH2:66][CH2:65][C:64]([O:63][CH3:62])=[O:91])[CH2:77][CH2:78]3)(=[O:89])=[O:90])=[O:82])[CH2:85][C@H:84]2[CH:86]=[CH2:87])[CH2:10][C@@H:11]([O:13][C:14]([N:16]2[CH2:24][C:23]3[C:18](=[CH:19][CH:20]=[CH:21][C:22]=3[F:25])[CH2:17]2)=[O:15])[CH2:12]1)=[O:7])([CH3:2])([CH3:4])[CH3:3], predict the reactants needed to synthesize it. The reactants are: [C:1]([O:5][C:6]([N:8]1[CH2:12][C@H:11]([O:13][C:14]([N:16]2[CH2:24][C:23]3[C:18](=[CH:19][CH:20]=[CH:21][C:22]=3[F:25])[CH2:17]2)=[O:15])[CH2:10][C@H:9]1[C:26]([OH:28])=O)=[O:7])([CH3:4])([CH3:3])[CH3:2].CCN(C(C)C)C(C)C.CN(C(ON1N=NC2C=CC=CC1=2)=[N+](C)C)C.F[P-](F)(F)(F)(F)F.[CH3:62][O:63][C:64](=[O:91])[CH2:65][CH2:66][CH2:67][CH2:68][CH2:69][CH2:70][CH2:71][CH2:72][CH2:73][CH2:74][CH2:75][C:76]1([S:79](=[O:90])(=[O:89])[NH:80][C:81]([C@@:83]2([NH2:88])[CH2:85][C@H:84]2[CH:86]=[CH2:87])=[O:82])[CH2:78][CH2:77]1. (2) Given the product [CH2:23]([O:22][C@@H:5]([CH2:6][C:7]1[CH:8]=[CH:9][C:10]([O:13][CH2:14][C:15]2[S:16][C:17]([C:34]3[CH:35]=[CH:36][C:37]([C:40]4[O:41][C:42]([C:45]([F:46])([F:47])[F:48])=[N:43][N:44]=4)=[CH:38][CH:39]=3)=[CH:18][C:19]=2[CH3:20])=[CH:11][CH:12]=1)[C:4]([OH:3])=[O:25])[CH3:24], predict the reactants needed to synthesize it. The reactants are: C([O:3][C:4](=[O:25])[C@@H:5]([O:22][CH2:23][CH3:24])[CH2:6][C:7]1[CH:12]=[CH:11][C:10]([O:13][CH2:14][C:15]2[S:16][C:17](Br)=[CH:18][C:19]=2[CH3:20])=[CH:9][CH:8]=1)C.CC1(C)C(C)(C)OB([C:34]2[CH:39]=[CH:38][C:37]([C:40]3[O:41][C:42]([C:45]([F:48])([F:47])[F:46])=[N:43][N:44]=3)=[CH:36][CH:35]=2)O1.